Regression/Classification. Given a drug SMILES string, predict its toxicity properties. Task type varies by dataset: regression for continuous values (e.g., LD50, hERG inhibition percentage) or binary classification for toxic/non-toxic outcomes (e.g., AMES mutagenicity, cardiotoxicity, hepatotoxicity). Dataset: ames. From a dataset of Ames mutagenicity test results for genotoxicity prediction. (1) The molecule is CN(C)CCCNc1c2ccccc2nc2ccccc12. The result is 1 (mutagenic). (2) The result is 1 (mutagenic). The drug is O[C@H]1c2cccc3c2[C@@]2(O[C@@H]2[C@@H]1O)c1ccc2ccccc2c1-3. (3) The compound is Nc1ccc(Cl)cc1N. The result is 1 (mutagenic). (4) The molecule is CC/C(=C(/c1ccc(OCCN(C)C)cc1)c1ccc(OP(=O)(O)O)cc1)c1ccc(C(C)C)cc1. The result is 0 (non-mutagenic). (5) The compound is OCc1ccc2cccc3c2c1-c1ccccc1-3. The result is 0 (non-mutagenic). (6) The result is 0 (non-mutagenic). The drug is CC1(O)CC2CCC1(C)C2(C)C. (7) The molecule is C[n+]1ccc(-c2ccccc2)cc1. The result is 0 (non-mutagenic). (8) The drug is CCCCCCCCCCCCO. The result is 0 (non-mutagenic). (9) The compound is c1ccc2c(c1)Cc1c-2ccc2ccc3ccccc3c12. The result is 1 (mutagenic). (10) The result is 1 (mutagenic). The molecule is CCCCCCCCCCCCCC(=O)N(O)c1ccc2c(c1)Cc1ccccc1-2.